This data is from Reaction yield outcomes from USPTO patents with 853,638 reactions. The task is: Predict the reaction yield, written as a fraction of the theoretical maximum amount of product (1.0 means a 100% yield; for example, 0.34 means a 34% yield). (1) The reactants are [N+:1]([C:4]1[C:9]2[N:10]=[C:11]([C:13]([F:16])([F:15])[F:14])[O:12][C:8]=2[CH:7]=[CH:6][CH:5]=1)([O-])=O. The catalyst is CCOC(C)=O.[Fe]. The product is [NH2:1][C:4]1[C:9]2[N:10]=[C:11]([C:13]([F:16])([F:15])[F:14])[O:12][C:8]=2[CH:7]=[CH:6][CH:5]=1. The yield is 0.750. (2) The reactants are [O:1]1[C:5]2[CH:6]=[CH:7][C:8]([CH2:10][NH2:11])=[CH:9][C:4]=2[CH:3]=[CH:2]1.Cl[S:13]([C:16]1[CH:25]=[CH:24][C:19]([C:20]([O:22][CH3:23])=[O:21])=[CH:18][CH:17]=1)(=[O:15])=[O:14].Cl. The product is [O:1]1[C:5]2[CH:6]=[CH:7][C:8]([CH2:10][NH:11][S:13]([C:16]3[CH:17]=[CH:18][C:19]([C:20]([O:22][CH3:23])=[O:21])=[CH:24][CH:25]=3)(=[O:15])=[O:14])=[CH:9][C:4]=2[CH:3]=[CH:2]1. The yield is 0.550. The catalyst is C(Cl)Cl.